Dataset: Forward reaction prediction with 1.9M reactions from USPTO patents (1976-2016). Task: Predict the product of the given reaction. (1) Given the reactants [CH:1]1([CH2:4][N:5]([CH2:35][CH2:36]O)[C:6]([C:8]2[C:13]([O:14][CH2:15][C:16]3[CH:21]=[CH:20][CH:19]=[CH:18][CH:17]=3)=[C:12]([OH:22])[N:11]=[C:10]([CH2:23][C:24]3([C:29]4[CH:34]=[CH:33][CH:32]=[CH:31][N:30]=4)[CH2:28][CH2:27][CH2:26][CH2:25]3)[N:9]=2)=[O:7])[CH2:3][CH2:2]1.N(C(OC(C)C)=O)=NC(OC(C)C)=O.C(OCC)(=O)C.O, predict the reaction product. The product is: [CH2:15]([O:14][C:13]1[C:12](=[O:22])[N:11]=[C:10]([CH2:23][C:24]2([C:29]3[CH:34]=[CH:33][CH:32]=[CH:31][N:30]=3)[CH2:25][CH2:26][CH2:27][CH2:28]2)[N:9]2[CH2:36][CH2:35][N:5]([CH2:4][CH:1]3[CH2:3][CH2:2]3)[C:6](=[O:7])[C:8]=12)[C:16]1[CH:17]=[CH:18][CH:19]=[CH:20][CH:21]=1. (2) The product is: [C:1]([CH2:3][C:4]([N:18]([CH2:17][C:16]1[CH:36]=[CH:37][C:38]([O:40][CH3:41])=[CH:39][C:15]=1[O:14][CH3:13])[C:19]1[CH:24]=[CH:23][C:22]([O:25][CH3:26])=[CH:21][C:20]=1[C:27](=[O:28])[C:29]1[CH:34]=[CH:33][CH:32]=[C:31]([F:35])[CH:30]=1)=[O:5])#[N:2]. Given the reactants [C:1]([CH2:3][C:4](O)=[O:5])#[N:2].P(Cl)(Cl)(Cl)(Cl)Cl.[CH3:13][O:14][C:15]1[CH:39]=[C:38]([O:40][CH3:41])[CH:37]=[CH:36][C:16]=1[CH2:17][NH:18][C:19]1[CH:24]=[CH:23][C:22]([O:25][CH3:26])=[CH:21][C:20]=1[C:27]([C:29]1[CH:34]=[CH:33][CH:32]=[C:31]([F:35])[CH:30]=1)=[O:28], predict the reaction product. (3) Given the reactants Br[C:2]1[C:19]2[CH:18]=[CH:17][C:16]3[C:7](=[CH:8][CH:9]=[C:10]4[C:15]=3[CH:14]=[CH:13][CH:12]=[CH:11]4)[C:6]=2[CH:5]=[CH:4][CH:3]=1.[B:20](OC)([O:23]C)[O:21]C, predict the reaction product. The product is: [C:2]1([B:20]([OH:23])[OH:21])[C:19]2[CH:18]=[CH:17][C:16]3[C:7](=[CH:8][CH:9]=[C:10]4[C:15]=3[CH:14]=[CH:13][CH:12]=[CH:11]4)[C:6]=2[CH:5]=[CH:4][CH:3]=1. (4) Given the reactants [Cl:1][C:2]1[N:3]=[C:4](Cl)[C:5]2[S:10][CH:9]=[C:8]([CH3:11])[C:6]=2[N:7]=1.C(N(CC)CC)C.[CH3:20][C:21](=[CH2:24])[CH2:22][NH2:23], predict the reaction product. The product is: [Cl:1][C:2]1[N:3]=[C:4]([NH:23][CH2:22][C:21]([CH3:24])=[CH2:20])[C:5]2[S:10][CH:9]=[C:8]([CH3:11])[C:6]=2[N:7]=1.